From a dataset of Forward reaction prediction with 1.9M reactions from USPTO patents (1976-2016). Predict the product of the given reaction. (1) Given the reactants [C:1](OCC)(=[O:7])[C:2](OCC)=[O:3].[CH3:11][N:12]([CH3:31])[C:13](=[O:30])[CH2:14][N:15]([C:22]1[CH:27]=[CH:26][C:25]([O:28][CH3:29])=[CH:24][CH:23]=1)[CH2:16][C:17]([O:19][CH2:20][CH3:21])=[O:18].CC[O-].[Na+].C(O)(=O)C, predict the reaction product. The product is: [CH3:31][N:12]([CH3:11])[C:13]([C:14]1[N:15]([C:22]2[CH:27]=[CH:26][C:25]([O:28][CH3:29])=[CH:24][CH:23]=2)[C:16]([C:17]([O:19][CH2:20][CH3:21])=[O:18])=[C:2]([OH:3])[C:1]=1[OH:7])=[O:30]. (2) The product is: [F:22][C:21]([F:24])([F:23])[CH2:20][N:1]1[C:5]2=[N:6][CH:7]=[CH:8][CH:9]=[C:4]2[CH:3]=[C:2]1[CH:10]=[O:11]. Given the reactants [NH:1]1[C:5]2=[N:6][CH:7]=[CH:8][CH:9]=[C:4]2[CH:3]=[C:2]1[CH:10]=[O:11].[H-].[Na+].FC(F)(F)S(O[CH2:20][C:21]([F:24])([F:23])[F:22])(=O)=O, predict the reaction product.